Regression. Given two drug SMILES strings and cell line genomic features, predict the synergy score measuring deviation from expected non-interaction effect. From a dataset of Merck oncology drug combination screen with 23,052 pairs across 39 cell lines. (1) Drug 1: O=c1[nH]cc(F)c(=O)[nH]1. Drug 2: N#Cc1ccc(Cn2cncc2CN2CCN(c3cccc(Cl)c3)C(=O)C2)cc1. Cell line: RPMI7951. Synergy scores: synergy=0.773. (2) Drug 1: CS(=O)(=O)CCNCc1ccc(-c2ccc3ncnc(Nc4ccc(OCc5cccc(F)c5)c(Cl)c4)c3c2)o1. Drug 2: NC(=O)c1cccc2cn(-c3ccc(C4CCCNC4)cc3)nc12. Cell line: EFM192B. Synergy scores: synergy=19.7. (3) Drug 1: CC1(c2nc3c(C(N)=O)cccc3[nH]2)CCCN1. Synergy scores: synergy=-16.1. Drug 2: NC1CCCCC1N.O=C(O)C(=O)O.[Pt+2]. Cell line: ZR751. (4) Drug 1: O=S1(=O)NC2(CN1CC(F)(F)F)C1CCC2Cc2cc(C=CCN3CCC(C(F)(F)F)CC3)ccc2C1. Drug 2: Nc1ccn(C2OC(CO)C(O)C2(F)F)c(=O)n1. Cell line: LNCAP. Synergy scores: synergy=1.69. (5) Drug 1: N#Cc1ccc(Cn2cncc2CN2CCN(c3cccc(Cl)c3)C(=O)C2)cc1. Drug 2: CCc1c2c(nc3ccc(O)cc13)-c1cc3c(c(=O)n1C2)COC(=O)C3(O)CC. Cell line: KPL1. Synergy scores: synergy=-3.35. (6) Drug 1: O=C(CCCCCCC(=O)Nc1ccccc1)NO. Drug 2: CCC1(O)C(=O)OCc2c1cc1n(c2=O)Cc2cc3c(CN(C)C)c(O)ccc3nc2-1. Cell line: A375. Synergy scores: synergy=12.4.